Dataset: Drug-target binding data from BindingDB using Ki measurements. Task: Regression. Given a target protein amino acid sequence and a drug SMILES string, predict the binding affinity score between them. We predict pKi (pKi = -log10(Ki in M); higher means stronger inhibition). Dataset: bindingdb_ki. (1) The compound is CN1CC2c3ccccc3Oc3ccc(Cl)cc3C2C1. The target is MLLARMKPQVQPELGGADQ. The pKi is 6.0. (2) The small molecule is Cc1c(O)cccc1C(=O)N[C@@H](CSc1ccccc1)[C@H](O)CN1C[C@H]2CCCC[C@H]2C[C@H]1C(=O)NC(C)(C)C. The target protein sequence is PQITLWQRPLVTIKIGGQLKEALLDTGADDTVLEEISLPGRWKPKMIGGIGGFIKVRQYDQILIEICGHKVIGTVLVGPTPVNIIGRNLLTQIGCTLNF. The pKi is 9.1. (3) The small molecule is O=C1Cc2cc(CCN3CCN(c4nsc5ccccc45)CC3)c(Cl)cc2N1. The target protein (P08912) has sequence MEGDSYHNATTVNGTPVNHQPLERHRLWEVITIAAVTAVVSLITIVGNVLVMISFKVNSQLKTVNNYYLLSLACADLIIGIFSMNLYTTYILMGRWALGSLACDLWLALDYVASNASVMNLLVISFDRYFSITRPLTYRAKRTPKRAGIMIGLAWLISFILWAPAILCWQYLVGKRTVPLDECQIQFLSEPTITFGTAIAAFYIPVSVMTILYCRIYRETEKRTKDLADLQGSDSVTKAEKRKPAHRALFRSCLRCPRPTLAQRERNQASWSSSRRSTSTTGKPSQATGPSANWAKAEQLTTCSSYPSSEDEDKPATDPVLQVVYKSQGKESPGEEFSAEETEETFVKAETEKSDYDTPNYLLSPAAAHRPKSQKCVAYKFRLVVKADGNQETNNGCHKVKIMPCPFPVAKEPSTKGLNPNPSHQMTKRKRVVLVKERKAAQTLSAILLAFIITWTPYNIMVLVSTFCDKCVPVTLWHLGYWLCYVNSTVNPICYALCNR.... The pKi is 5.8.